From a dataset of Reaction yield outcomes from USPTO patents with 853,638 reactions. Predict the reaction yield, written as a fraction of the theoretical maximum amount of product (1.0 means a 100% yield; for example, 0.34 means a 34% yield). (1) The reactants are [C:1]([O:5][C:6](=[O:32])[CH2:7][CH2:8][C:9]1[CH:14]=[CH:13][C:12]([O:15][CH2:16][CH2:17][C:18]2[N:19]=[C:20]([C:24]3[CH:29]=[CH:28][CH:27]=[CH:26][CH:25]=3)[O:21][C:22]=2[CH3:23])=[CH:11][C:10]=1[CH2:30][OH:31])([CH3:4])([CH3:3])[CH3:2].[CH3:33]I.[H-].[Na+]. The catalyst is CN(C=O)C. The product is [C:1]([O:5][C:6](=[O:32])[CH2:7][CH2:8][C:9]1[CH:14]=[CH:13][C:12]([O:15][CH2:16][CH2:17][C:18]2[N:19]=[C:20]([C:24]3[CH:25]=[CH:26][CH:27]=[CH:28][CH:29]=3)[O:21][C:22]=2[CH3:23])=[CH:11][C:10]=1[CH2:30][O:31][CH3:33])([CH3:4])([CH3:2])[CH3:3]. The yield is 0.580. (2) The reactants are [CH2:1]([C:5]1[CH:13]=[CH:12][C:8]([C:9]([OH:11])=O)=[CH:7][CH:6]=1)[CH:2]([CH3:4])[CH3:3].C1CN([P+](ON2N=NC3C=CC=CC2=3)(N2CCCC2)N2CCCC2)CC1.F[P-](F)(F)(F)(F)F.C(N(C(C)C)CC)(C)C.[Cl:56][C:57]1[N:62]=[CH:61][C:60]([C:63](=[N:65]O)[NH2:64])=[CH:59][CH:58]=1.CCCC[N+](CCCC)(CCCC)CCCC.[F-]. The catalyst is ClCCl. The product is [Cl:56][C:57]1[CH:58]=[CH:59][C:60]([C:63]2[N:65]=[C:9]([C:8]3[CH:7]=[CH:6][C:5]([CH2:1][CH:2]([CH3:3])[CH3:4])=[CH:13][CH:12]=3)[O:11][N:64]=2)=[CH:61][N:62]=1. The yield is 0.870. (3) The yield is 1.00. The catalyst is C(Cl)Cl. The reactants are [Cl:1][C:2]1[N:7]([CH3:8])[C:6](=[O:9])[C:5]([O:10]C)=[CH:4][N:3]=1.B(Br)(Br)Br. The product is [Cl:1][C:2]1[N:7]([CH3:8])[C:6](=[O:9])[C:5]([OH:10])=[CH:4][N:3]=1. (4) The reactants are [Br:1][C:2]1[CH:3]=[C:4]([S:8](Cl)(=[O:10])=[O:9])[CH:5]=[CH:6][CH:7]=1.[NH2:12][CH2:13][CH2:14][N:15]1[CH2:20][CH2:19][O:18][CH2:17][CH2:16]1. No catalyst specified. The product is [Br:1][C:2]1[CH:3]=[C:4]([S:8]([NH:12][CH2:13][CH2:14][N:15]2[CH2:20][CH2:19][O:18][CH2:17][CH2:16]2)(=[O:10])=[O:9])[CH:5]=[CH:6][CH:7]=1. The yield is 0.930. (5) The reactants are [Cl:1][C:2]1[N:3]=[C:4](Cl)[C:5]2[CH2:10][CH2:9][CH:8]([C:11]3[CH:16]=[CH:15][CH:14]=[CH:13][CH:12]=3)[C:6]=2[N:7]=1.[CH:18]1([NH2:21])[CH2:20][CH2:19]1.O. The catalyst is CN1C(=O)CCC1. The product is [Cl:1][C:2]1[N:3]=[C:4]([NH:21][CH:18]2[CH2:20][CH2:19]2)[C:5]2[CH2:10][CH2:9][CH:8]([C:11]3[CH:16]=[CH:15][CH:14]=[CH:13][CH:12]=3)[C:6]=2[N:7]=1. The yield is 0.960.